This data is from Forward reaction prediction with 1.9M reactions from USPTO patents (1976-2016). The task is: Predict the product of the given reaction. Given the reactants [Br:1]N1C(=O)CCC1=O.[S:9]1[CH:13]=[CH:12][CH:11]=[C:10]1[CH:14]([O:20][C:21](=[O:23])[NH2:22])[CH2:15][C:16]([N:18]=[O:19])=[O:17].C(Cl)(Cl)Cl.C(O)(=O)C, predict the reaction product. The product is: [Br:1][C:13]1[S:9][C:10]([CH:14]([O:20][C:21](=[O:23])[NH2:22])[CH2:15][C:16]([N:18]=[O:19])=[O:17])=[CH:11][CH:12]=1.